Dataset: Forward reaction prediction with 1.9M reactions from USPTO patents (1976-2016). Task: Predict the product of the given reaction. Given the reactants CC1(C)C(C)(C)OB([C:9]2[CH:10]=[N:11][CH:12]=[C:13]([CH:19]=2)[C:14]([O:16][CH2:17][CH3:18])=[O:15])O1.Br[C:22]1[O:26][C:25]([CH:27]=[O:28])=[CH:24][CH:23]=1.C([O-])([O-])=O.[Cs+].[Cs+], predict the reaction product. The product is: [CH:27]([C:25]1[O:26][C:22]([C:9]2[CH:10]=[N:11][CH:12]=[C:13]([CH:19]=2)[C:14]([O:16][CH2:17][CH3:18])=[O:15])=[CH:23][CH:24]=1)=[O:28].